This data is from NCI-60 drug combinations with 297,098 pairs across 59 cell lines. The task is: Regression. Given two drug SMILES strings and cell line genomic features, predict the synergy score measuring deviation from expected non-interaction effect. (1) Drug 1: C1C(C(OC1N2C=C(C(=O)NC2=O)F)CO)O. Drug 2: CC1=C(C(=O)C2=C(C1=O)N3CC4C(C3(C2COC(=O)N)OC)N4)N. Cell line: DU-145. Synergy scores: CSS=56.3, Synergy_ZIP=-2.23, Synergy_Bliss=-3.19, Synergy_Loewe=0.936, Synergy_HSA=2.86. (2) Drug 1: CC1=C(C=C(C=C1)C(=O)NC2=CC(=CC(=C2)C(F)(F)F)N3C=C(N=C3)C)NC4=NC=CC(=N4)C5=CN=CC=C5. Drug 2: C1=NC(=NC(=O)N1C2C(C(C(O2)CO)O)O)N. Cell line: DU-145. Synergy scores: CSS=13.8, Synergy_ZIP=-2.63, Synergy_Bliss=6.71, Synergy_Loewe=-14.5, Synergy_HSA=-2.80. (3) Drug 1: COC1=CC(=CC(=C1O)OC)C2C3C(COC3=O)C(C4=CC5=C(C=C24)OCO5)OC6C(C(C7C(O6)COC(O7)C8=CC=CS8)O)O. Drug 2: C(CCl)NC(=O)N(CCCl)N=O. Cell line: BT-549. Synergy scores: CSS=39.6, Synergy_ZIP=5.01, Synergy_Bliss=6.81, Synergy_Loewe=-12.2, Synergy_HSA=6.23.